From a dataset of Catalyst prediction with 721,799 reactions and 888 catalyst types from USPTO. Predict which catalyst facilitates the given reaction. (1) Reactant: [O:1]1[CH2:6][CH2:5][N:4]([CH2:7][CH2:8][NH:9][C:10]2[CH:15]=[CH:14][C:13]([C:16]#[C:17][Si](C)(C)C)=[CH:12][N:11]=2)[CH2:3][CH2:2]1.C(=O)([O-])[O-].[K+].[K+]. Product: [C:16]([C:13]1[CH:14]=[CH:15][C:10]([NH:9][CH2:8][CH2:7][N:4]2[CH2:3][CH2:2][O:1][CH2:6][CH2:5]2)=[N:11][CH:12]=1)#[CH:17]. The catalyst class is: 191. (2) Reactant: [CH3:1][O:2][C:3](=[O:22])[CH:4](Cl)[CH2:5][C:6]1[CH:11]=[CH:10][C:9]([C:12]([CH3:20])([CH3:19])[O:13][SiH2:14][C:15]([CH3:18])([CH3:17])[CH3:16])=[CH:8][CH:7]=1.C([O-])([O-])=O.[Cs+].[Cs+].[F:29][C:30]1[CH:35]=[CH:34][C:33]([CH2:36][CH2:37][SH:38])=[CH:32][CH:31]=1. Product: [CH3:1][O:2][C:3](=[O:22])[CH:4]([S:38][CH2:37][CH2:36][C:33]1[CH:34]=[CH:35][C:30]([F:29])=[CH:31][CH:32]=1)[CH2:5][C:6]1[CH:11]=[CH:10][C:9]([C:12]([CH3:20])([CH3:19])[O:13][SiH2:14][C:15]([CH3:18])([CH3:17])[CH3:16])=[CH:8][CH:7]=1. The catalyst class is: 3. (3) Reactant: Cl[C:2]1[N:10]=[C:9]([CH3:11])[CH:8]=[CH:7][C:3]=1[C:4]([OH:6])=[O:5].[CH2:12]([NH2:18])[C:13]1[O:17][CH:16]=[CH:15][CH:14]=1. Product: [O:17]1[CH:16]=[CH:15][CH:14]=[C:13]1[CH2:12][NH:18][C:2]1[N:10]=[C:9]([CH3:11])[CH:8]=[CH:7][C:3]=1[C:4]([OH:6])=[O:5]. The catalyst class is: 60.